Dataset: Peptide-MHC class II binding affinity with 134,281 pairs from IEDB. Task: Regression. Given a peptide amino acid sequence and an MHC pseudo amino acid sequence, predict their binding affinity value. This is MHC class II binding data. (1) The peptide sequence is APEVKYTVFETALKKAITAM. The MHC is HLA-DPA10201-DPB11401 with pseudo-sequence HLA-DPA10201-DPB11401. The binding affinity (normalized) is 0.735. (2) The peptide sequence is DLPVWLSWQVAKAGL. The MHC is DRB1_0801 with pseudo-sequence DRB1_0801. The binding affinity (normalized) is 0.597. (3) The peptide sequence is KCIEWEKAQHAA. The MHC is DRB1_0401 with pseudo-sequence DRB1_0401. The binding affinity (normalized) is 0.630. (4) The peptide sequence is STHEMYYVSGARSNV. The MHC is HLA-DQA10201-DQB10402 with pseudo-sequence HLA-DQA10201-DQB10402. The binding affinity (normalized) is 0.363. (5) The peptide sequence is LGRADNSVKNGNNPL. The MHC is DRB1_0101 with pseudo-sequence DRB1_0101. The binding affinity (normalized) is 0.0284. (6) The peptide sequence is IGSFFYFPSIGMQRT. The MHC is HLA-DPA10201-DPB10501 with pseudo-sequence HLA-DPA10201-DPB10501. The binding affinity (normalized) is 0.159. (7) The peptide sequence is MSMASSSSSSLLAMA. The MHC is HLA-DPA10201-DPB11401 with pseudo-sequence HLA-DPA10201-DPB11401. The binding affinity (normalized) is 0.0284.